From a dataset of Full USPTO retrosynthesis dataset with 1.9M reactions from patents (1976-2016). Predict the reactants needed to synthesize the given product. (1) Given the product [Cl:14][C:15]1[N:20]=[CH:19][C:18]([NH:21][C:22](=[O:28])[O:23][C:24]([CH3:25])([CH3:27])[CH3:26])=[C:17]([CH:29]([OH:32])[CH2:30][CH3:31])[CH:16]=1, predict the reactants needed to synthesize it. The reactants are: [Li]CCCC.CN(CCN(C)C)C.[Cl:14][C:15]1[N:20]=[CH:19][C:18]([NH:21][C:22](=[O:28])[O:23][C:24]([CH3:27])([CH3:26])[CH3:25])=[CH:17][CH:16]=1.[CH:29](=[O:32])[CH2:30][CH3:31]. (2) Given the product [Cl:1][C:2]1[CH:3]=[C:4]([CH:15]=[CH:16][CH:17]=1)[CH2:5][C:6]1[N:7]=[CH:8][C:9]([NH2:12])=[CH:10][N:11]=1, predict the reactants needed to synthesize it. The reactants are: [Cl:1][C:2]1[CH:3]=[C:4]([CH:15]=[CH:16][CH:17]=1)[CH2:5][C:6]1[N:11]=[CH:10][C:9]([N+:12]([O-])=O)=[CH:8][N:7]=1.[Sn](Cl)(Cl)(Cl)Cl.[OH-].[Na+]. (3) Given the product [Cl:10][C:21]1[C:22]2[C:29]3[CH2:30][CH2:31][N:32]([C:34]([O:36][C:37]([CH3:40])([CH3:39])[CH3:38])=[O:35])[CH2:33][C:28]=3[S:27][C:23]=2[N:24]=[CH:25][N:26]=1, predict the reactants needed to synthesize it. The reactants are: S1(CCCC1)(=O)=O.P(Cl)(Cl)([Cl:10])=O.C(N(CC)CC)C.O=[C:21]1[NH:26][CH:25]=[N:24][C:23]2[S:27][C:28]3[CH2:33][N:32]([C:34]([O:36][C:37]([CH3:40])([CH3:39])[CH3:38])=[O:35])[CH2:31][CH2:30][C:29]=3[C:22]1=2.